Predict the reactants needed to synthesize the given product. From a dataset of Full USPTO retrosynthesis dataset with 1.9M reactions from patents (1976-2016). (1) Given the product [OH:4][C:3]1[CH:5]=[CH:6][CH:7]=[CH:8][C:2]=1[C:1]([O:10][CH3:15])=[O:9], predict the reactants needed to synthesize it. The reactants are: [C:1]([OH:10])(=[O:9])[C:2]1[C:3](=[CH:5][CH:6]=[CH:7][CH:8]=1)[OH:4].O=S(Cl)Cl.[CH3:15]O. (2) Given the product [CH:1]([O:5][C:6]([N:8]1[CH2:13][CH2:12][CH:11]([O:14][C:15]2[N:20]=[CH:19][N:18]=[C:17]([N:21]3[C:29]4[C:24](=[CH:25][C:26]([C:30]([OH:32])=[O:31])=[CH:27][CH:28]=4)[CH2:23][CH2:22]3)[CH:16]=2)[CH2:10][CH2:9]1)=[O:7])([CH3:3])[CH3:2], predict the reactants needed to synthesize it. The reactants are: [C:1]([O:5][C:6]([N:8]1[CH2:13][CH2:12][CH:11]([O:14][C:15]2[N:20]=[CH:19][N:18]=[C:17]([N:21]3[C:29]4[C:24](=[CH:25][C:26]([C:30]([OH:32])=[O:31])=[CH:27][CH:28]=4)[CH2:23][CH2:22]3)[CH:16]=2)[CH2:10][CH2:9]1)=[O:7])(C)([CH3:3])[CH3:2].C(O)(C(F)(F)F)=O. (3) Given the product [O:1]1[C:5]2([CH2:10][CH2:9][CH:8]([CH2:13][NH2:14])[CH2:7][CH2:6]2)[O:4][CH2:3][CH2:2]1, predict the reactants needed to synthesize it. The reactants are: [O:1]1[C:5]2([CH2:10][CH2:9][C:8](=O)[CH2:7][CH2:6]2)[O:4][CH2:3][CH2:2]1.Cl.[CH3:13][NH2:14].C(O[BH-](OC(=O)C)OC(=O)C)(=O)C.[Na+].[OH-].[Na+]. (4) Given the product [C:21]([O:25][C:26]([N:28]1[CH2:33][CH2:32][N:31]([C:34]2[CH:35]=[N:36][C:37]([NH:40][C:13]3[N:14]=[CH:15][C:10]4[CH:9]=[C:8]([CH3:19])[C:7](=[O:20])[N:6]([CH:1]5[CH2:5][CH2:4][CH2:3][CH2:2]5)[C:11]=4[N:12]=3)=[CH:38][CH:39]=2)[CH2:30][CH2:29]1)=[O:27])([CH3:24])([CH3:22])[CH3:23], predict the reactants needed to synthesize it. The reactants are: [CH:1]1([N:6]2[C:11]3[N:12]=[C:13](S(C)=O)[N:14]=[CH:15][C:10]=3[CH:9]=[C:8]([CH3:19])[C:7]2=[O:20])[CH2:5][CH2:4][CH2:3][CH2:2]1.[C:21]([O:25][C:26]([N:28]1[CH2:33][CH2:32][N:31]([C:34]2[CH:35]=[N:36][C:37]([NH2:40])=[CH:38][CH:39]=2)[CH2:30][CH2:29]1)=[O:27])([CH3:24])([CH3:23])[CH3:22].C(OCC)C. (5) The reactants are: N[C:2]1[C:3]2[C:30]([CH3:32])([CH3:31])[C:29](=[O:33])[NH:28][C:4]=2[N:5]=[C:6]([C:8]2[N:9]=[C:10]([CH2:18][C:19]3[C:24]([F:25])=[CH:23][CH:22]=[C:21]([F:26])[C:20]=3[F:27])[N:11]3[CH:16]=[C:15]([Cl:17])[CH:14]=[CH:13][C:12]=23)[N:7]=1.[I-:34].[Cs+].II.N(OCCC(C)C)=O. Given the product [Cl:17][C:15]1[CH:14]=[CH:13][C:12]2[N:11]([C:10]([CH2:18][C:19]3[C:24]([F:25])=[CH:23][CH:22]=[C:21]([F:26])[C:20]=3[F:27])=[N:9][C:8]=2[C:6]2[N:7]=[C:2]([I:34])[C:3]3[C:30]([CH3:32])([CH3:31])[C:29](=[O:33])[NH:28][C:4]=3[N:5]=2)[CH:16]=1, predict the reactants needed to synthesize it. (6) Given the product [CH2:8]([O:12][CH:2]1[CH2:3][CH2:4][CH2:5][CH2:6][CH:1]1[OH:7])[CH2:9][CH:10]=[CH2:11], predict the reactants needed to synthesize it. The reactants are: [CH:1]12[O:7][CH:2]1[CH2:3][CH2:4][CH2:5][CH2:6]2.[CH2:8]([OH:12])[CH2:9][CH:10]=[CH2:11].